Dataset: Reaction yield outcomes from USPTO patents with 853,638 reactions. Task: Predict the reaction yield, written as a fraction of the theoretical maximum amount of product (1.0 means a 100% yield; for example, 0.34 means a 34% yield). (1) The reactants are [Br:1][C:2]1[C:7]([F:8])=[CH:6][C:5]([NH:9]C(=O)C(F)(F)F)=[C:4]([N+:16]([O-:18])=[O:17])[CH:3]=1.CO.C([O-])([O-])=O.[K+].[K+]. The catalyst is O. The product is [Br:1][C:2]1[C:7]([F:8])=[CH:6][C:5]([NH2:9])=[C:4]([N+:16]([O-:18])=[O:17])[CH:3]=1. The yield is 0.840. (2) The reactants are Cl[CH2:2][CH2:3][CH2:4][N:5]1[C:13]2[C:8](=[CH:9][CH:10]=[C:11]([C:14]([O:16][CH3:17])=O)[CH:12]=2)[C:7]([CH:18]2[CH2:23][CH2:22][CH2:21][CH2:20][CH2:19]2)=[C:6]1[C:24]1[NH:25][CH:26]=[CH:27][CH:28]=1.[H-].[Na+].[OH2:31]. The catalyst is CN(C)C=O. The product is [CH:18]1([C:7]2[C:8]3[CH:9]=[CH:10][C:11]([C:14]([O:16][CH3:17])=[O:31])=[CH:12][C:13]=3[N:5]3[CH2:4][CH2:3][CH2:2][N:25]4[CH:26]=[CH:27][CH:28]=[C:24]4[C:6]=23)[CH2:23][CH2:22][CH2:21][CH2:20][CH2:19]1. The yield is 0.770. (3) The reactants are [C:1]([O:5][C:6]([N:8]1[CH2:13][CH2:12][CH:11]([O:14][C:15]2[CH:39]=[C:38]([S:40][CH3:41])[CH:37]=[CH:36][C:16]=2[C:17]([NH:19][C:20]2[CH:35]=[CH:34][CH:33]=[CH:32][C:21]=2[C:22]([NH:24][C:25]2[CH:30]=[CH:29][C:28]([Cl:31])=[CH:27][N:26]=2)=[O:23])=[O:18])[CH2:10][CH2:9]1)=[O:7])([CH3:4])([CH3:3])[CH3:2].C12(CS(O)(=O)=O)C(C)(C)C(CC1)CC2=[O:44].C(OO)(C)(C)C. The catalyst is C(Cl)(Cl)Cl. The product is [C:1]([O:5][C:6]([N:8]1[CH2:9][CH2:10][CH:11]([O:14][C:15]2[CH:39]=[C:38]([S:40]([CH3:41])=[O:44])[CH:37]=[CH:36][C:16]=2[C:17]([NH:19][C:20]2[CH:35]=[CH:34][CH:33]=[CH:32][C:21]=2[C:22]([NH:24][C:25]2[CH:30]=[CH:29][C:28]([Cl:31])=[CH:27][N:26]=2)=[O:23])=[O:18])[CH2:12][CH2:13]1)=[O:7])([CH3:4])([CH3:3])[CH3:2]. The yield is 0.250. (4) The reactants are [C:1]1([NH:7][C:8](=[S:11])[NH:9][NH2:10])[CH:6]=[CH:5][CH:4]=[CH:3][CH:2]=1.[CH:12](=O)[C:13]1[CH:18]=[CH:17][CH:16]=[N:15][CH:14]=1. The catalyst is CO. The product is [C:1]1([NH:7][C:8](=[S:11])[NH:9]/[N:10]=[CH:12]/[C:13]2[CH:14]=[N:15][CH:16]=[CH:17][CH:18]=2)[CH:2]=[CH:3][CH:4]=[CH:5][CH:6]=1. The yield is 0.930. (5) The reactants are [C:1]([C:3]1[CH:4]=[C:5]2[C:10](=[CH:11][C:12]=1[OH:13])[N:9]=[CH:8][CH:7]=[C:6]2[O:14][C:15]1[CH:20]=[CH:19][C:18]([NH:21][C:22]([NH:24][CH:25]2[CH2:27][CH2:26]2)=[O:23])=[C:17]([Cl:28])[CH:16]=1)#[N:2].Br[CH2:30][CH:31]1[CH2:36][CH2:35][N:34]([C:37]([O:39][C:40]([CH3:43])([CH3:42])[CH3:41])=[O:38])[CH2:33][CH2:32]1. No catalyst specified. The product is [Cl:28][C:17]1[CH:16]=[C:15]([CH:20]=[CH:19][C:18]=1[NH:21][C:22]([NH:24][CH:25]1[CH2:26][CH2:27]1)=[O:23])[O:14][C:6]1[C:5]2[C:10](=[CH:11][C:12]([O:13][CH2:30][CH:31]3[CH2:36][CH2:35][N:34]([C:37]([O:39][C:40]([CH3:41])([CH3:43])[CH3:42])=[O:38])[CH2:33][CH2:32]3)=[C:3]([C:1]#[N:2])[CH:4]=2)[N:9]=[CH:8][CH:7]=1. The yield is 0.146.